Dataset: Reaction yield outcomes from USPTO patents with 853,638 reactions. Task: Predict the reaction yield, written as a fraction of the theoretical maximum amount of product (1.0 means a 100% yield; for example, 0.34 means a 34% yield). (1) The reactants are [CH3:1][O:2][CH2:3][O:4][C:5]1[CH:6]=[CH:7][C:8]([CH2:11][C:12]([CH3:15])([CH3:14])[CH3:13])=[N:9][CH:10]=1.C1C=C(Cl)C=C(C(OO)=[O:24])C=1. The catalyst is C(Cl)Cl. The product is [CH3:1][O:2][CH2:3][O:4][C:5]1[CH:6]=[CH:7][C:8]([CH2:11][C:12]([CH3:15])([CH3:14])[CH3:13])=[N+:9]([O-:24])[CH:10]=1. The yield is 0.997. (2) The catalyst is C(N(CC)CC)C.[Cu]I.Cl[Pd](Cl)([P](C1C=CC=CC=1)(C1C=CC=CC=1)C1C=CC=CC=1)[P](C1C=CC=CC=1)(C1C=CC=CC=1)C1C=CC=CC=1. The product is [C:1]([O:4][C:5]1[C:6]([C:14]#[C:13][C:15]2[CH:20]=[CH:19][C:18]([F:21])=[CH:17][CH:16]=2)=[N:7][C:8]([Br:11])=[CH:9][CH:10]=1)(=[O:3])[CH3:2]. The yield is 0.661. The reactants are [C:1]([O:4][C:5]1[C:6](I)=[N:7][C:8]([Br:11])=[CH:9][CH:10]=1)(=[O:3])[CH3:2].[C:13]([C:15]1[CH:20]=[CH:19][C:18]([F:21])=[CH:17][CH:16]=1)#[CH:14].N#N. (3) The reactants are NC1N(C)C(=O)C2(N=1)[C@H]1[C@@H](CC(OC)CC1)OC1C2=CC(C2C=C(F)C=C(Cl)C=2)=CC=1.[BH4-].[Na+].[NH2:34][C:35]1[N:36]([CH3:56])[C:37](=[O:55])[C:38]2([N:54]=1)[CH:51]1[CH:46]([CH2:47][C:48](=[O:52])[CH2:49][CH2:50]1)[O:45][C:44]1[C:39]2=[CH:40][C:41]([Br:53])=[CH:42][CH:43]=1.C1COCC1. No catalyst specified. The product is [NH2:34][C:35]1[N:36]([CH3:56])[C:37](=[O:55])[C:38]2([N:54]=1)[CH:51]1[CH:46]([CH2:47][CH:48]([OH:52])[CH2:49][CH2:50]1)[O:45][C:44]1[C:39]2=[CH:40][C:41]([Br:53])=[CH:42][CH:43]=1. The yield is 0.833. (4) The reactants are [CH3:1][O:2][C:3]1[CH:4]=[C:5]2[C:10](=[CH:11][C:12]=1[O:13][CH3:14])[N:9]=[CH:8][CH:7]=[C:6]2[O:15][C:16]1[CH:22]=[CH:21][C:19]([NH2:20])=[CH:18][C:17]=1[F:23].C(O)C.[Cl:27][C:28]1[CH:29]=[C:30]([C:34]([N:36]=[C:37]=[S:38])=[O:35])[CH:31]=[CH:32][CH:33]=1. The catalyst is C1(C)C=CC=CC=1. The product is [Cl:27][C:28]1[CH:29]=[C:30]([CH:31]=[CH:32][CH:33]=1)[C:34]([NH:36][C:37]([NH:20][C:19]1[CH:21]=[CH:22][C:16]([O:15][C:6]2[C:5]3[C:10](=[CH:11][C:12]([O:13][CH3:14])=[C:3]([O:2][CH3:1])[CH:4]=3)[N:9]=[CH:8][CH:7]=2)=[C:17]([F:23])[CH:18]=1)=[S:38])=[O:35]. The yield is 0.900. (5) The reactants are I[C:2]1[N:3]=[C:4]([CH:12]([CH3:14])[CH3:13])[N:5]2[CH:10]=[CH:9][N:8]=[C:7]([NH2:11])[C:6]=12.CC1(C)C(C)(C)OB([C:23]2[C:32]3[C:27](=[CH:28][CH:29]=[CH:30][CH:31]=3)[C:26]([NH:33][C:34]([NH:36][C:37]3[CH:42]=[CH:41][CH:40]=[C:39]([C:43]([F:46])([F:45])[F:44])[CH:38]=3)=[O:35])=[CH:25][CH:24]=2)O1.C(=O)([O-])[O-].[Na+].[Na+].C(Cl)Cl. The catalyst is COCCOC.O.C(#N)C.O.C1C=CC([P]([Pd]([P](C2C=CC=CC=2)(C2C=CC=CC=2)C2C=CC=CC=2)([P](C2C=CC=CC=2)(C2C=CC=CC=2)C2C=CC=CC=2)[P](C2C=CC=CC=2)(C2C=CC=CC=2)C2C=CC=CC=2)(C2C=CC=CC=2)C2C=CC=CC=2)=CC=1.CO. The product is [NH2:11][C:7]1[C:6]2[N:5]([C:4]([CH:12]([CH3:14])[CH3:13])=[N:3][C:2]=2[C:23]2[C:32]3[C:27](=[CH:28][CH:29]=[CH:30][CH:31]=3)[C:26]([NH:33][C:34]([NH:36][C:37]3[CH:42]=[CH:41][CH:40]=[C:39]([C:43]([F:44])([F:45])[F:46])[CH:38]=3)=[O:35])=[CH:25][CH:24]=2)[CH:10]=[CH:9][N:8]=1. The yield is 0.610. (6) The reactants are [NH2:1][N:2]1[C:11](=[O:12])[C:10]2[C:5](=[C:6](Cl)[C:7](F)=[C:8]([F:13])[CH:9]=2)[N:4]([C:16]2[C:21](F)=[CH:20]C(F)=C(N)N=2)[C:3]1=[O:25].[OH:26][CH:27]1[CH2:30][NH:29][CH2:28]1.[CH2:31](N(CC)CC)C. The yield is 0.990. The catalyst is CS(C)=O.C(OCC)(=O)C. The product is [NH2:1][N:2]1[C:11](=[O:12])[C:10]2[C:5](=[C:6]([CH3:31])[C:7]([N:29]3[CH2:30][CH:27]([OH:26])[CH2:28]3)=[C:8]([F:13])[CH:9]=2)[N:4]([CH:16]2[CH2:21][CH2:20]2)[C:3]1=[O:25].